Predict the reactants needed to synthesize the given product. From a dataset of Full USPTO retrosynthesis dataset with 1.9M reactions from patents (1976-2016). (1) Given the product [CH2:34]([O:36][C:37](=[O:57])[CH2:38][C:39]1[CH:40]=[C:41]([C:13]2[CH:14]=[CH:15][C:16]([C:18]([F:20])([F:21])[F:19])=[CH:17][C:12]=2[CH2:11][N:10]([C:9]([O:8][CH2:1][C:2]2[CH:7]=[CH:6][CH:5]=[CH:4][CH:3]=2)=[O:33])[CH2:31][CH3:32])[CH:42]=[C:43]([C:45]([F:47])([F:48])[F:46])[CH:44]=1)[CH3:35], predict the reactants needed to synthesize it. The reactants are: [CH2:1]([O:8][C:9](=[O:33])[N:10]([CH2:31][CH3:32])[CH2:11][C:12]1[CH:17]=[C:16]([C:18]([F:21])([F:20])[F:19])[CH:15]=[CH:14][C:13]=1B1OC(C)(C)C(C)(C)O1)[C:2]1[CH:7]=[CH:6][CH:5]=[CH:4][CH:3]=1.[CH2:34]([O:36][C:37](=[O:57])[CH2:38][C:39]1[CH:44]=[C:43]([C:45]([F:48])([F:47])[F:46])[CH:42]=[C:41](OS(C(F)(F)F)(=O)=O)[CH:40]=1)[CH3:35]. (2) Given the product [CH2:1]([O:8][CH2:9][CH2:10][CH2:11][CH2:12][C:13]#[C:14][C:16]1[CH:23]=[CH:22][C:21]([O:34][CH3:33])=[CH:20][C:17]=1[CH:18]=[O:19])[C:2]1[CH:7]=[CH:6][CH:5]=[CH:4][CH:3]=1, predict the reactants needed to synthesize it. The reactants are: [CH2:1]([O:8][CH2:9][CH2:10][CH2:11][CH2:12][C:13]#[CH:14])[C:2]1[CH:7]=[CH:6][CH:5]=[CH:4][CH:3]=1.Br[C:16]1[CH:23]=[CH:22][CH:21]=[CH:20][C:17]=1[CH:18]=[O:19].C(N(CC)CC)C.CN(C)[CH:33]=[O:34]. (3) Given the product [CH2:2]([N:25]1[CH:6]=[C:5]([C:7]2[CH:8]=[C:9]([CH:22]=[CH:23][CH:24]=2)[CH2:10][CH2:11][O:12][CH2:13][CH2:14][C:15]([O:17][C:18]([CH3:20])([CH3:21])[CH3:19])=[O:16])[N:27]=[N:26]1)[CH:1]=[CH2:3], predict the reactants needed to synthesize it. The reactants are: [CH:1]1(Br)[CH2:3][CH2:2]1.[C:5]([C:7]1[CH:8]=[C:9]([CH:22]=[CH:23][CH:24]=1)[CH2:10][CH2:11][O:12][CH2:13][CH2:14][C:15]([O:17][C:18]([CH3:21])([CH3:20])[CH3:19])=[O:16])#[CH:6].[N-:25]=[N+:26]=[N-:27].[Na+].C(O)(C)(C)C. (4) Given the product [Br:1][C:2]1[CH:7]=[CH:6][C:5]([C@@H:8]([N:10]2[CH2:15][CH2:14][C@@:13]([CH2:21][CH:22]3[CH2:24][CH2:23]3)([CH2:16][C:17]([OH:18])([CH3:20])[CH3:19])[O:12][C:11]2=[O:25])[CH3:9])=[CH:4][CH:3]=1, predict the reactants needed to synthesize it. The reactants are: [Br:1][C:2]1[CH:7]=[CH:6][C:5]([C@@H:8]([N:10]2[CH2:15][CH2:14][C:13]([CH2:21][CH:22]3[CH2:24][CH2:23]3)([CH2:16][C:17]3([CH3:20])[CH2:19][O:18]3)[O:12][C:11]2=[O:25])[CH3:9])=[CH:4][CH:3]=1.OO. (5) Given the product [CH3:34][C:33]1[O:32][N:23]=[C:1]([C:3]2[CH:4]=[CH:5][C:6]([C@@H:9]3[O:14][CH2:13][CH2:12][N:11]([C:15]([O:17][C:18]([CH3:21])([CH3:20])[CH3:19])=[O:16])[CH2:10]3)=[CH:7][CH:8]=2)[N:2]=1, predict the reactants needed to synthesize it. The reactants are: [C:1]([C:3]1[CH:8]=[CH:7][C:6]([C@@H:9]2[O:14][CH2:13][CH2:12][N:11]([C:15]([O:17][C:18]([CH3:21])([CH3:20])[CH3:19])=[O:16])[CH2:10]2)=[CH:5][CH:4]=1)#[N:2].Cl.[NH2:23]O.C(=O)([O-])[O-].[Na+].[Na+].C[O:32][C:33](OC)(N(C)C)[CH3:34].